Task: Predict the reaction yield, written as a fraction of the theoretical maximum amount of product (1.0 means a 100% yield; for example, 0.34 means a 34% yield).. Dataset: Reaction yield outcomes from USPTO patents with 853,638 reactions (1) The reactants are [CH:1]12[CH2:18][CH:4]([CH:5]([NH:7]C(=O)OCC3C=CC=CC=3)[CH2:6]1)[CH2:3][O:2]2.C[OH:20]. The catalyst is [Pd]. The product is [NH2:7][CH:5]1[CH2:6][CH:1]2[CH2:18][CH:4]1[C:3](=[O:20])[O:2]2. The yield is 1.00. (2) The reactants are [CH3:1][CH:2]([CH3:18])[C:3]([NH:5][C:6]1[CH:11]=[CH:10][CH:9]=[C:8]([CH:12]2[CH2:17][CH2:16][NH:15][CH2:14][CH2:13]2)[CH:7]=1)=[O:4].[C:19]1([CH2:25][CH2:26][CH2:27][CH2:28]Cl)[CH:24]=[CH:23][CH:22]=[CH:21][CH:20]=1.C(N(C(C)C)CC)(C)C. The catalyst is [I-].C([N+](CCCC)(CCCC)CCCC)CCC.O1CCOCC1. The product is [CH3:1][CH:2]([CH3:18])[C:3]([NH:5][C:6]1[CH:11]=[CH:10][CH:9]=[C:8]([CH:12]2[CH2:17][CH2:16][N:15]([CH2:28][CH2:27][CH2:26][CH2:25][C:19]3[CH:24]=[CH:23][CH:22]=[CH:21][CH:20]=3)[CH2:14][CH2:13]2)[CH:7]=1)=[O:4]. The yield is 0.251.